Dataset: Full USPTO retrosynthesis dataset with 1.9M reactions from patents (1976-2016). Task: Predict the reactants needed to synthesize the given product. (1) Given the product [C:17]([NH:1][C:2]1[CH:3]=[CH:4][C:5]([CH2:6][P:7](=[O:14])([O:8][CH2:9][CH3:10])[O:11][CH2:12][CH3:13])=[CH:15][CH:16]=1)(=[O:19])[CH3:18], predict the reactants needed to synthesize it. The reactants are: [NH2:1][C:2]1[CH:16]=[CH:15][C:5]([CH2:6][P:7](=[O:14])([O:11][CH2:12][CH3:13])[O:8][CH2:9][CH3:10])=[CH:4][CH:3]=1.[C:17](OC(=O)C)(=[O:19])[CH3:18]. (2) Given the product [F:34][C:31]1[CH:32]=[CH:33][C:28]([CH:18]([NH:19][C:20]2[CH:21]=[N:22][CH:23]=[C:24]([O:26][CH3:27])[CH:25]=2)[C:17]([C:11]2[C:10]3[C:14](=[CH:15][CH:16]=[C:8]([CH2:7][CH2:6][CH2:5][OH:4])[CH:9]=3)[NH:13][CH:12]=2)=[O:35])=[CH:29][CH:30]=1, predict the reactants needed to synthesize it. The reactants are: C([O:4][CH2:5][CH2:6][CH2:7][C:8]1[CH:9]=[C:10]2[C:14](=[CH:15][CH:16]=1)[NH:13][CH:12]=[C:11]2[C:17](=[O:35])[CH:18]([C:28]1[CH:33]=[CH:32][C:31]([F:34])=[CH:30][CH:29]=1)[NH:19][C:20]1[CH:21]=[N:22][CH:23]=[C:24]([O:26][CH3:27])[CH:25]=1)(=O)C.C(=O)([O-])[O-].[K+].[K+]. (3) Given the product [CH:34]1([S:37]([N:12]2[C:4]3=[N:5][C:6]4[C:7](=[N:8][O:9][C:10]=4[CH3:11])[C:2]([F:1])=[C:3]3[N:14]([C:15]3[CH:20]=[CH:19][C:18]([I:21])=[CH:17][C:16]=3[F:22])[C:13]2=[O:23])(=[O:39])=[O:38])[CH2:36][CH2:35]1, predict the reactants needed to synthesize it. The reactants are: [F:1][C:2]1[C:7]2=[N:8][O:9][C:10]([CH3:11])=[C:6]2[N:5]=[C:4]2[NH:12][C:13](=[O:23])[N:14]([C:15]3[CH:20]=[CH:19][C:18]([I:21])=[CH:17][C:16]=3[F:22])[C:3]=12.[Li+].C[Si]([N-][Si](C)(C)C)(C)C.[CH:34]1([S:37](Cl)(=[O:39])=[O:38])[CH2:36][CH2:35]1. (4) The reactants are: [Cl:1][C:2]1[C:10]([N+:11]([O-:13])=[O:12])=[CH:9][CH:8]=[CH:7][C:3]=1[C:4]([OH:6])=O.C1N=CN(C(N2C=NC=C2)=O)C=1.[Cl:26][C:27]1[CH:32]=[CH:31][C:30]([CH2:33][C:34]#[N:35])=[CH:29][CH:28]=1.[H-].[Na+]. Given the product [Cl:1][C:2]1[C:10]([N+:11]([O-:13])=[O:12])=[CH:9][CH:8]=[CH:7][C:3]=1[C:4](=[O:6])[CH:33]([C:30]1[CH:31]=[CH:32][C:27]([Cl:26])=[CH:28][CH:29]=1)[C:34]#[N:35], predict the reactants needed to synthesize it. (5) Given the product [C:9]([O:8][C:6]([C:1]1([C:13]([OH:15])=[O:14])[CH2:5][CH2:4][CH2:3][CH2:2]1)=[O:7])([CH3:12])([CH3:10])[CH3:11], predict the reactants needed to synthesize it. The reactants are: [C:1]1([C:13]([O:15]C)=[O:14])([C:6]([O:8][C:9]([CH3:12])([CH3:11])[CH3:10])=[O:7])[CH2:5][CH2:4][CH2:3][CH2:2]1.CO.O.O.[OH-].[Li+]. (6) Given the product [C:1]([O:4][C@H:5]1[CH2:26][CH2:25][C@@:24]2([CH3:27])[C@@H:7]([CH2:8][CH2:9][C@:10]3([CH3:36])[C:23]2=[CH:22][C:21](=[O:28])[C@H:20]2[C@@:11]3([CH3:35])[CH2:12][CH2:13][C@:14]3([CH3:34])[C@H:19]2[CH2:18][C@@:17]([CH3:33])([C:29]([O:31][CH3:32])=[O:30])[CH2:16][CH2:15]3)[C:6]1([CH3:38])[CH3:37])(=[O:3])[CH3:2], predict the reactants needed to synthesize it. The reactants are: [C:1]([O:4][C@H:5]1[CH2:26][CH2:25][C@@:24]2([CH3:27])[C@@H:7]([CH2:8][CH2:9][C@:10]3([CH3:36])[C@@H:23]2[CH2:22][C:21](=[O:28])[C@H:20]2[C@@:11]3([CH3:35])[CH2:12][CH2:13][C@:14]3([CH3:34])[C@H:19]2[CH2:18][C@@:17]([CH3:33])([C:29]([O:31][CH3:32])=[O:30])[CH2:16][CH2:15]3)[C:6]1([CH3:38])[CH3:37])(=[O:3])[CH3:2].BrBr.